From a dataset of Catalyst prediction with 721,799 reactions and 888 catalyst types from USPTO. Predict which catalyst facilitates the given reaction. (1) Reactant: C(=O)([O-])[O-].[K+].[K+].[CH2:7]([O:14][C:15]1[CH:16]=[C:17]([C:21]2[C:26]([CH3:27])=[C:25]([C:28]#[N:29])[C:24]([NH:30]C(=O)C(F)(F)F)=[C:23]([O:37][CH3:38])[C:22]=2[F:39])[CH:18]=[CH:19][CH:20]=1)[C:8]1[CH:13]=[CH:12][CH:11]=[CH:10][CH:9]=1. Product: [NH2:30][C:24]1[C:23]([O:37][CH3:38])=[C:22]([F:39])[C:21]([C:17]2[CH:18]=[CH:19][CH:20]=[C:15]([O:14][CH2:7][C:8]3[CH:9]=[CH:10][CH:11]=[CH:12][CH:13]=3)[CH:16]=2)=[C:26]([CH3:27])[C:25]=1[C:28]#[N:29]. The catalyst class is: 5. (2) Reactant: [Li+].[CH3:2]C([N-]C(C)C)C.[C:9]1([S:15]([N:18]2[C:26]3[C:21](=[CH:22][C:23]([C:27]#[N:28])=[CH:24][CH:25]=3)[CH:20]=[CH:19]2)(=[O:17])=[O:16])[CH:14]=[CH:13][CH:12]=[CH:11][CH:10]=1.CI. Product: [C:9]1([S:15]([N:18]2[C:26]3[C:21](=[CH:22][C:23]([C:27]#[N:28])=[CH:24][CH:25]=3)[CH:20]=[C:19]2[CH3:2])(=[O:16])=[O:17])[CH:10]=[CH:11][CH:12]=[CH:13][CH:14]=1. The catalyst class is: 49. (3) Reactant: [F:1][C:2]([F:21])([F:20])[C:3]([NH:5][CH2:6][C:7]1[C:8]([F:19])=[CH:9][C:10]([Cl:18])=[C:11]([CH:17]=1)[C:12]([N:14]=[C:15]=[O:16])=O)=[O:4].[Cl:22][C:23]1[CH:24]=[C:25]([NH:30][NH:31]C(OC(C)(C)C)=O)[CH:26]=[CH:27][C:28]=1[F:29].FC(F)(F)C(O)=O. Product: [Cl:18][C:10]1[C:11]([C:12]2[NH:14][C:15](=[O:16])[N:30]([C:25]3[CH:26]=[CH:27][C:28]([F:29])=[C:23]([Cl:22])[CH:24]=3)[N:31]=2)=[CH:17][C:7]([CH2:6][NH:5][C:3](=[O:4])[C:2]([F:21])([F:20])[F:1])=[C:8]([F:19])[CH:9]=1. The catalyst class is: 2. (4) Reactant: [Cl:1][C:2]1[N:3]=[C:4](Cl)[C:5]2[N:10]([CH2:11][C:12]3[CH:17]=[CH:16][C:15]([C:18]([F:21])([F:20])[F:19])=[CH:14][CH:13]=3)[CH:9]=[CH:8][C:6]=2[N:7]=1.Cl.[CH:24]1([C@H:28]([NH2:30])[CH3:29])[CH2:27][CH2:26][CH2:25]1. Product: [Cl:1][C:2]1[N:3]=[C:4]([NH:30][C@@H:28]([CH:24]2[CH2:27][CH2:26][CH2:25]2)[CH3:29])[C:5]2[N:10]([CH2:11][C:12]3[CH:17]=[CH:16][C:15]([C:18]([F:21])([F:20])[F:19])=[CH:14][CH:13]=3)[CH:9]=[CH:8][C:6]=2[N:7]=1. The catalyst class is: 8. (5) Reactant: [CH3:1][N:2]1[CH2:7][CH2:6][CH:5]([NH2:8])[CH2:4][CH2:3]1.C(N(CC)C(C)C)(C)C.Cl[C:19]1[N:24]=[C:23]([N:25]2[CH2:30][CH2:29][O:28][CH2:27][CH2:26]2)[N:22]=[C:21]([N:31]2[C:35]3[CH:36]=[CH:37][CH:38]=[CH:39][C:34]=3[N:33]=[C:32]2[CH:40]([F:42])[F:41])[N:20]=1.C(=O)(O)[O-].[Na+]. Product: [F:42][CH:40]([F:41])[C:32]1[N:31]([C:21]2[N:22]=[C:23]([N:25]3[CH2:26][CH2:27][O:28][CH2:29][CH2:30]3)[N:24]=[C:19]([NH:8][CH:5]3[CH2:6][CH2:7][N:2]([CH3:1])[CH2:3][CH2:4]3)[N:20]=2)[C:35]2[CH:36]=[CH:37][CH:38]=[CH:39][C:34]=2[N:33]=1. The catalyst class is: 695.